Dataset: Retrosynthesis with 50K atom-mapped reactions and 10 reaction types from USPTO. Task: Predict the reactants needed to synthesize the given product. (1) Given the product O=C1CSc2ccc(C(=O)O)cc2N1, predict the reactants needed to synthesize it. The reactants are: COC(=O)c1ccc2c(c1)NC(=O)CS2. (2) Given the product CN(C)C(=O)N1CCc2nc(NCC(F)F)c(N3CCC(Oc4ccc(F)cc4F)CC3)nc2C1, predict the reactants needed to synthesize it. The reactants are: CN(C)C(=O)Cl.Fc1ccc(OC2CCN(c3nc4c(nc3NCC(F)F)CCNC4)CC2)c(F)c1. (3) Given the product COC(=O)c1cc(NS(C)(=O)=O)ccc1-c1ccc(C(F)(F)F)cc1, predict the reactants needed to synthesize it. The reactants are: COC(=O)c1cc(NS(C)(=O)=O)ccc1Br.OB(O)c1ccc(C(F)(F)F)cc1. (4) Given the product CC(=O)OC(C)OC(C)=O, predict the reactants needed to synthesize it. The reactants are: C=COC(C)=O.CBr.CC(=O)O. (5) Given the product Cc1cc(F)nc(N2CCN(C(=O)OC(C)(C)C)CC2)c1, predict the reactants needed to synthesize it. The reactants are: CC(C)(C)OC(=O)N1CCNCC1.Cc1cc(F)nc(Br)c1. (6) Given the product CCC(=O)N[C@H]1CC[C@H](NC(=O)c2c(C)[nH]c3c(-c4cc(C(C)=O)ccc4OCC4CC4)ncnc23)CC1, predict the reactants needed to synthesize it. The reactants are: CC(=O)c1ccc(OCC2CC2)c(-c2ncnc3c(C(=O)N[C@H]4CC[C@H](N)CC4)c(C)[nH]c23)c1.CCC(=O)Cl.